From a dataset of Reaction yield outcomes from USPTO patents with 853,638 reactions. Predict the reaction yield, written as a fraction of the theoretical maximum amount of product (1.0 means a 100% yield; for example, 0.34 means a 34% yield). The reactants are [CH3:1][O:2][C:3](=[O:18])[C:4](=[C:7]1[C:15]2[C:10](=[CH:11][CH:12]=[C:13]([Cl:16])[CH:14]=2)[NH:9][C:8]1=[O:17])[C:5]#[N:6].[C-:19]#[N:20].[K+].O. The catalyst is CO. The product is [CH3:1][O:2][C:3](=[O:18])[CH:4]([C:7]1([C:19]#[N:20])[C:15]2[C:10](=[CH:11][CH:12]=[C:13]([Cl:16])[CH:14]=2)[NH:9][C:8]1=[O:17])[C:5]#[N:6]. The yield is 0.860.